Dataset: Full USPTO retrosynthesis dataset with 1.9M reactions from patents (1976-2016). Task: Predict the reactants needed to synthesize the given product. (1) The reactants are: CC(SC(S(C)=O)C)S(C)=O.[OH-:12].C([N+](C)(C)C)C1C=CC=CC=1.[Si]([O:31][CH2:32][CH:33]1[CH2:38][CH2:37][CH2:36][N:35]([C:39]2[CH:46]=[CH:45][CH:44]=[CH:43][C:40]=2[CH:41]=O)[CH2:34]1)(C(C)(C)C)(C)C.Cl.[O:48]1[CH2:52]CC[CH2:49]1. Given the product [OH:31][CH2:32][CH:33]1[CH2:38][CH2:37][CH2:36][N:35]([C:39]2[CH:46]=[CH:45][CH:44]=[CH:43][C:40]=2[CH2:41][C:49]([O:48][CH3:52])=[O:12])[CH2:34]1, predict the reactants needed to synthesize it. (2) The reactants are: [O:1]1[C:5]2([CH2:9][CH2:8][O:7][CH2:6]2)[CH2:4][C:3]([C:10]2[CH:11]=[CH:12][C:13]([O:17][CH3:18])=[C:14]([OH:16])[CH:15]=2)=[N:2]1.[I-].[K+].C(=O)([O-])[O-].[K+].[K+].[CH2:27](Br)[CH3:28]. Given the product [CH2:27]([O:16][C:14]1[CH:15]=[C:10]([C:3]2[CH2:4][C:5]3([CH2:9][CH2:8][O:7][CH2:6]3)[O:1][N:2]=2)[CH:11]=[CH:12][C:13]=1[O:17][CH3:18])[CH3:28], predict the reactants needed to synthesize it. (3) The reactants are: [NH2:1][C@:2]12[CH2:46][CH2:45][C@@H:44]([C:47]([CH3:49])=[CH2:48])[C@@H:3]1[C@@H:4]1[C@@:17]([CH3:20])([CH2:18][CH2:19]2)[C@@:16]2([CH3:21])[C@@H:7]([C@:8]3([CH3:43])[C@@H:13]([CH2:14][CH2:15]2)[C:12]([CH3:23])([CH3:22])[C:11]([C:24]2[CH2:42][C:26]4([CH2:29][C:28]([C:36]([O:38][CH:39]([CH3:41])[CH3:40])=[O:37])([C:30]([O:32][CH:33]([CH3:35])[CH3:34])=[O:31])[CH2:27]4)[CH:25]=2)=[CH:10][CH2:9]3)[CH2:6][CH2:5]1.C(O)(=O)C.[H][H]. Given the product [NH2:1][C@:2]12[CH2:46][CH2:45][C@@H:44]([CH:47]([CH3:49])[CH3:48])[C@@H:3]1[C@@H:4]1[C@@:17]([CH3:20])([CH2:18][CH2:19]2)[C@@:16]2([CH3:21])[C@@H:7]([C@:8]3([CH3:43])[C@@H:13]([CH2:14][CH2:15]2)[C:12]([CH3:22])([CH3:23])[C:11]([CH:24]2[CH2:25][C:26]4([CH2:29][C:28]([C:30]([O:32][CH:33]([CH3:34])[CH3:35])=[O:31])([C:36]([O:38][CH:39]([CH3:40])[CH3:41])=[O:37])[CH2:27]4)[CH2:42]2)=[CH:10][CH2:9]3)[CH2:6][CH2:5]1, predict the reactants needed to synthesize it. (4) Given the product [CH3:35][N:32]([CH3:31])[CH2:2][CH2:3][CH2:4][N:5]1[C:14]2[C:9](=[CH:10][CH:11]=[CH:12][CH:13]=2)[CH2:8][CH:7]([CH2:15][N:16]2[CH2:21][CH2:20][C:19]3([C:29]4[C:24](=[CH:25][CH:26]=[CH:27][CH:28]=4)[CH2:23][CH2:22]3)[CH2:18][CH2:17]2)[C:6]1=[O:30], predict the reactants needed to synthesize it. The reactants are: N[CH2:2][CH2:3][CH2:4][N:5]1[C:14]2[C:9](=[CH:10][CH:11]=[CH:12][CH:13]=2)[CH2:8][CH:7]([CH2:15][N:16]2[CH2:21][CH2:20][C:19]3([C:29]4[C:24](=[CH:25][CH:26]=[CH:27][CH:28]=4)[CH2:23][CH2:22]3)[CH2:18][CH2:17]2)[C:6]1=[O:30].[C:31]([BH3-])#[N:32].[Na+].[C:35](#N)C. (5) Given the product [CH3:12][N:11]1[C:4]2[N:5]([C:6](=[O:8])[N:7]=[C:2]([O:24][CH2:23][C:20]3[CH:21]=[CH:22][C:15]([F:14])=[C:16]([CH:19]=3)[C:17]#[N:18])[CH:3]=2)[CH2:9][C@H:10]1[CH3:13], predict the reactants needed to synthesize it. The reactants are: Cl[C:2]1[CH:3]=[C:4]2[N:11]([CH3:12])[C@H:10]([CH3:13])[CH2:9][N:5]2[C:6](=[O:8])[N:7]=1.[F:14][C:15]1[CH:22]=[CH:21][C:20]([CH2:23][OH:24])=[CH:19][C:16]=1[C:17]#[N:18].